This data is from Reaction yield outcomes from USPTO patents with 853,638 reactions. The task is: Predict the reaction yield, written as a fraction of the theoretical maximum amount of product (1.0 means a 100% yield; for example, 0.34 means a 34% yield). The reactants are [NH2:1][C:2]1[CH:3]=[CH:4][C:5]2[O:10][CH2:9][C:8](=[O:11])[NH:7][C:6]=2[CH:12]=1.[C:13]([Si:17]([CH3:25])([CH3:24])[O:18][CH2:19][CH2:20][C@@H:21]1[CH2:23][O:22]1)([CH3:16])([CH3:15])[CH3:14]. The catalyst is CCO.O. The product is [C:13]([Si:17]([CH3:25])([CH3:24])[O:18][CH2:19][CH2:20][C@@H:21]([OH:22])[CH2:23][NH:1][C:2]1[CH:3]=[CH:4][C:5]2[O:10][CH2:9][C:8](=[O:11])[NH:7][C:6]=2[CH:12]=1)([CH3:14])([CH3:16])[CH3:15]. The yield is 0.400.